Dataset: Forward reaction prediction with 1.9M reactions from USPTO patents (1976-2016). Task: Predict the product of the given reaction. Given the reactants FC(F)(F)C(O)=O.[Cl:8][C:9]1[CH:14]=[CH:13][C:12]([C:15]2([C:35]#[N:36])[CH:19]([CH2:20][C:21]([CH3:24])([CH3:23])[CH3:22])[NH:18][CH:17]([C:25]([OH:27])=O)[CH:16]2[C:28]2[CH:33]=[CH:32][CH:31]=[C:30]([F:34])[CH:29]=2)=[C:11]([F:37])[CH:10]=1.CC1(C)[O:43][C@@H:42]([CH2:44][CH2:45][NH2:46])[CH2:41][O:40]1.CN(C(ON1N=NC2C=CC=NC1=2)=[N+](C)C)C.F[P-](F)(F)(F)(F)F.CCN(C(C)C)C(C)C.Cl, predict the reaction product. The product is: [OH:43][C@H:42]([CH2:41][OH:40])[CH2:44][CH2:45][NH:46][C:25]([CH:17]1[CH:16]([C:28]2[CH:33]=[CH:32][CH:31]=[C:30]([F:34])[CH:29]=2)[C:15]([C:12]2[CH:13]=[CH:14][C:9]([Cl:8])=[CH:10][C:11]=2[F:37])([C:35]#[N:36])[CH:19]([CH2:20][C:21]([CH3:24])([CH3:23])[CH3:22])[NH:18]1)=[O:27].